Dataset: Forward reaction prediction with 1.9M reactions from USPTO patents (1976-2016). Task: Predict the product of the given reaction. (1) Given the reactants [C:1]([O:5][C:6](=[O:29])[N:7]([CH:9]([CH3:28])[C:10]([NH:12][C:13]1[CH:18]=[CH:17][C:16](Br)=[C:15]([C:20]#[C:21][C:22]2[CH:27]=[CH:26][CH:25]=[CH:24][CH:23]=2)[N:14]=1)=[O:11])[CH3:8])([CH3:4])([CH3:3])[CH3:2].[B:30]1(B2OCC(C)(C)CO2)[O:35]CC(C)(C)C[O:31]1.CC([O-])=O.[K+].CS(C)=O, predict the reaction product. The product is: [CH3:8][N:7]([C:6]([O:5][C:1]([CH3:4])([CH3:3])[CH3:2])=[O:29])[CH:9]([CH3:28])[C:10]([NH:12][C:13]1[N:14]=[C:15]([C:20]#[C:21][C:22]2[CH:27]=[CH:26][CH:25]=[CH:24][CH:23]=2)[C:16]([B:30]([OH:35])[OH:31])=[CH:17][CH:18]=1)=[O:11]. (2) Given the reactants [CH3:1][C:2]1[CH:7]=[C:6]([S:8](=[O:11])(=[O:10])[NH2:9])[CH:5]=[CH:4][C:3]=1[NH:12][C:13]([C:15]1[CH:20]=[C:19](Cl)[N:18]=[CH:17][N:16]=1)=[O:14].[CH3:22][O:23][CH2:24][CH2:25][NH:26][CH2:27][CH2:28][O:29][CH3:30], predict the reaction product. The product is: [NH2:9][S:8]([C:6]1[CH:5]=[CH:4][C:3]([NH:12][C:13]([C:15]2[CH:20]=[C:19]([N:26]([CH2:27][CH2:28][O:29][CH3:30])[CH2:25][CH2:24][O:23][CH3:22])[N:18]=[CH:17][N:16]=2)=[O:14])=[C:2]([CH3:1])[CH:7]=1)(=[O:11])=[O:10]. (3) Given the reactants [Cl:1][C:2]1[CH:7]=[C:6]([C:8]([F:11])([F:10])[F:9])[CH:5]=[CH:4][C:3]=1[C:12]#[C:13][C:14]([OH:16])=O.[CH3:17][O:18][C:19]1[CH:20]=[C:21]([NH2:36])[CH:22]=[CH:23][C:24]=1[O:25][CH2:26][CH2:27][N:28]1[CH2:33][CH2:32][CH:31]([O:34][CH3:35])[CH2:30][CH2:29]1, predict the reaction product. The product is: [CH3:17][O:18][C:19]1[CH:20]=[C:21]([NH:36][C:14](=[O:16])[C:13]#[C:12][C:3]2[CH:4]=[CH:5][C:6]([C:8]([F:9])([F:10])[F:11])=[CH:7][C:2]=2[Cl:1])[CH:22]=[CH:23][C:24]=1[O:25][CH2:26][CH2:27][N:28]1[CH2:33][CH2:32][CH:31]([O:34][CH3:35])[CH2:30][CH2:29]1. (4) Given the reactants [CH3:1][C@@H:2]1[CH2:7][CH2:6][C@H:5]([O:8][C:9]2[C:10]([C:22]([F:25])([F:24])[F:23])=[C:11]3[C:16](=[CH:17][CH:18]=2)[CH:15]=[C:14]([C:19]([OH:21])=O)[CH:13]=[CH:12]3)[CH2:4][CH2:3]1.[CH:26]12[NH:33][CH:30]([CH2:31][CH2:32]1)[CH2:29][CH:28]([C:34]([O:36]C)=[O:35])[CH2:27]2.Cl.CN(C(ON1N=NC2C=CC=NC1=2)=[N+](C)C)C.F[P-](F)(F)(F)(F)F.C(N(CC)C(C)C)(C)C.CC(O)=O.[OH-].[Na+], predict the reaction product. The product is: [CH3:1][C@@H:2]1[CH2:3][CH2:4][C@H:5]([O:8][C:9]2[C:10]([C:22]([F:23])([F:25])[F:24])=[C:11]3[C:12](=[CH:17][CH:18]=2)[CH:13]=[C:14]([C:19]([N:33]2[CH:26]4[CH2:32][CH2:31][CH:30]2[CH2:29][CH:28]([C:34]([OH:36])=[O:35])[CH2:27]4)=[O:21])[CH:15]=[CH:16]3)[CH2:6][CH2:7]1. (5) Given the reactants [O:1]1[C:10]2[C:5](=[N:6][CH:7]=[CH:8][CH:9]=2)[O:4][C@@H:3]([C:11]2[CH:18]=[CH:17][C:14]([CH:15]=O)=[CH:13][CH:12]=2)[CH2:2]1.C(OC(=O)[NH:25][CH:26]1[CH2:31][CH2:30][NH:29][CH2:28][CH2:27]1)(C)(C)C, predict the reaction product. The product is: [O:1]1[C:10]2[C:5](=[N:6][CH:7]=[CH:8][CH:9]=2)[O:4][C@@H:3]([C:11]2[CH:18]=[CH:17][C:14]([CH2:15][N:29]3[CH2:30][CH2:31][CH:26]([NH2:25])[CH2:27][CH2:28]3)=[CH:13][CH:12]=2)[CH2:2]1.